From a dataset of Full USPTO retrosynthesis dataset with 1.9M reactions from patents (1976-2016). Predict the reactants needed to synthesize the given product. (1) Given the product [CH3:1][O:2][C:3](=[O:38])[CH2:4][C@@H:5]1[CH2:6][S:7][C:18]([C:20]2[CH:21]=[C:22]3[C:26](=[C:27]([N+:29]([O-:31])=[O:30])[CH:28]=2)[NH:25][C:24]([C:32]2[CH:37]=[CH:36][CH:35]=[CH:34][CH:33]=2)=[CH:23]3)=[N:17]1, predict the reactants needed to synthesize it. The reactants are: [CH3:1][O:2][C:3](=[O:38])[CH2:4][C@@H:5]([NH:17][C:18]([C:20]1[CH:21]=[C:22]2[C:26](=[C:27]([N+:29]([O-:31])=[O:30])[CH:28]=1)[NH:25][C:24]([C:32]1[CH:37]=[CH:36][CH:35]=[CH:34][CH:33]=1)=[CH:23]2)=O)[CH2:6][S:7]CC1C=CC(OC)=CC=1.P(Cl)(Cl)(Cl)(Cl)Cl. (2) Given the product [Br:1][C:2]1[C:10]2[N:9]=[N:8][N:7]([CH2:11][C:12]([CH3:13])([CH3:15])[CH3:14])[C:6]=2[CH:5]=[CH:4][C:3]=1[O:16][CH2:18][C:19]1[CH:20]=[C:21]([B:25]([OH:27])[OH:26])[CH:22]=[CH:23][CH:24]=1, predict the reactants needed to synthesize it. The reactants are: [Br:1][C:2]1[C:10]2[N:9]=[N:8][N:7]([CH2:11][C:12]([CH3:15])([CH3:14])[CH3:13])[C:6]=2[CH:5]=[CH:4][C:3]=1[OH:16].Br[CH2:18][C:19]1[CH:20]=[C:21]([B:25]([OH:27])[OH:26])[CH:22]=[CH:23][CH:24]=1.C(=O)([O-])[O-].[Cs+].[Cs+].[NH4+].[Cl-].Cl. (3) Given the product [Cl:31][C:23]1[CH:24]=[C:25]([CH:29]=[CH:30][C:22]=1[NH:21][C:9]1[N:10]=[CH:11][C:12]2[N:13]([CH3:20])[C:14](=[O:19])[C:15]3([CH2:17][CH2:18]3)[CH2:16][N:6]([CH:1]3[CH2:2][CH2:3][CH2:4][CH2:5]3)[C:7]=2[N:8]=1)[C:26]([NH:42][CH:41]1[CH2:37][C@H:35]2[N:34]([CH3:33])[C@H:38]([CH2:40][CH2:65][CH2:36]2)[CH2:39]1)=[O:27], predict the reactants needed to synthesize it. The reactants are: [CH:1]1([N:6]2[CH2:16][C:15]([CH3:18])([CH3:17])[C:14](=[O:19])[N:13]([CH3:20])[C:12]3[C:7]2=[N:8][C:9]([NH:21][C:22]2[CH:30]=[CH:29][C:25]([C:26](O)=[O:27])=[CH:24][C:23]=2[Cl:31])=[N:10][CH:11]=3)[CH2:5][CH2:4][CH2:3][CH2:2]1.C[CH2:33][N:34]([CH:38]([CH3:40])[CH3:39])[CH:35]([CH3:37])[CH3:36].[CH3:41][N:42](C(ON1N=NC2C=CC=NC1=2)=[N+](C)C)C.F[P-](F)(F)(F)(F)F.[CH3:65]N(C=O)C. (4) Given the product [NH2:24][CH:11]([C:8]1[CH:9]=[CH:10][C:5]([C:4]([O:3][CH2:1][CH3:2])=[O:17])=[CH:6][CH:7]=1)[CH2:12][CH:13]([CH3:15])[CH3:14], predict the reactants needed to synthesize it. The reactants are: [CH2:1]([O:3][C:4](=[O:17])[C:5]1[CH:10]=[CH:9][C:8]([C:11](=O)[CH2:12][CH:13]([CH3:15])[CH3:14])=[CH:7][CH:6]=1)[CH3:2].C([O-])(=O)C.[NH4+].C([BH3-])#[N:24].[Na+]. (5) Given the product [N:23]1([C:12]2[CH:13]=[C:14]3[C:19](=[CH:20][CH:21]=2)[C:18](=[O:22])[CH2:17][CH2:16][CH2:15]3)[C:32]2[C:27](=[CH:28][CH:29]=[CH:30][CH:31]=2)[CH2:26][CH2:25][CH2:24]1, predict the reactants needed to synthesize it. The reactants are: CC1C=CC(S(O[C:12]2[CH:21]=[CH:20][C:19]3[C:18](=[O:22])[CH2:17][CH2:16][CH2:15][C:14]=3[CH:13]=2)(=O)=O)=CC=1.[NH:23]1[C:32]2[C:27](=[CH:28][CH:29]=[CH:30][CH:31]=2)[CH2:26][CH2:25][CH2:24]1.C1C=CC(P(C2C(C3C(P(C4C=CC=CC=4)C4C=CC=CC=4)=CC=C4C=3C=CC=C4)=C3C(C=CC=C3)=CC=2)C2C=CC=CC=2)=CC=1.C([O-])([O-])=O.[Cs+].[Cs+].